From a dataset of Catalyst prediction with 721,799 reactions and 888 catalyst types from USPTO. Predict which catalyst facilitates the given reaction. Reactant: [NH2:1][CH2:2][C:3]1[CH:7]=[N:6][N:5]([CH2:8][C@@H:9]2[C@H:12]([NH:13][C:14](=[O:30])/[C:15](=[N:22]\[O:23][C:24]([CH3:29])([CH3:28])[C:25]([OH:27])=[O:26])/[C:16]3[N:17]=[C:18]([NH2:21])[S:19][CH:20]=3)[C:11](=[O:31])[N:10]2[S:32]([OH:35])(=[O:34])=[O:33])[N:4]=1.Cl.[N:37]1([C:42]([NH2:44])=O)C=CC=N1.CCN(C(C)C)C(C)C. Product: [NH2:21][C:18]1[S:19][CH:20]=[C:16](/[C:15](=[N:22]/[O:23][C:24]([CH3:29])([CH3:28])[C:25]([OH:27])=[O:26])/[C:14]([NH:13][C@@H:12]2[C:11](=[O:31])[N:10]([S:32]([OH:35])(=[O:34])=[O:33])[C@@H:9]2[CH2:8][N:5]2[N:4]=[C:3]([CH2:2][NH:1][C:42]([NH2:44])=[NH:37])[CH:7]=[N:6]2)=[O:30])[N:17]=1. The catalyst class is: 3.